Dataset: Forward reaction prediction with 1.9M reactions from USPTO patents (1976-2016). Task: Predict the product of the given reaction. (1) Given the reactants [CH2:1]([O:8][C:9]1[CH:14]=[CH:13][C:12]([C:15]2[N:19]([C:20]3[CH:21]=[CH:22][C:23]([O:26][CH3:27])=[N:24][CH:25]=3)[N:18]=[C:17]([OH:28])[CH:16]=2)=[CH:11][CH:10]=1)[C:2]1[CH:7]=[CH:6][CH:5]=[CH:4][CH:3]=1.[C:29](=O)([O-])[O-].[K+].[K+], predict the reaction product. The product is: [CH2:1]([O:8][C:9]1[CH:10]=[CH:11][C:12]([C:15]2[N:19]([C:20]3[CH:21]=[CH:22][C:23]([O:26][CH3:27])=[N:24][CH:25]=3)[N:18]=[C:17]([O:28][CH3:29])[CH:16]=2)=[CH:13][CH:14]=1)[C:2]1[CH:7]=[CH:6][CH:5]=[CH:4][CH:3]=1. (2) Given the reactants Cl[C:2]1[CH:12]=[CH:11][C:5]([C:6]([O:8]CC)=[O:7])=[CH:4][N:3]=1.[F:13][C:14]([F:21])([F:20])[CH2:15][O:16][CH2:17][CH2:18][OH:19].[H-].[Na+], predict the reaction product. The product is: [F:13][C:14]([F:21])([F:20])[CH2:15][O:16][CH2:17][CH2:18][O:19][C:2]1[CH:12]=[CH:11][C:5]([C:6]([OH:8])=[O:7])=[CH:4][N:3]=1.